From a dataset of Full USPTO retrosynthesis dataset with 1.9M reactions from patents (1976-2016). Predict the reactants needed to synthesize the given product. (1) Given the product [Br:1][C:2]1[CH:7]=[CH:6][C:5]([O:8][CH:9]=[CH2:10])=[CH:4][CH:3]=1, predict the reactants needed to synthesize it. The reactants are: [Br:1][C:2]1[CH:7]=[CH:6][C:5]([O:8][CH2:9][CH2:10]Cl)=[CH:4][CH:3]=1.CC(C)([O-])C.[K+]. (2) Given the product [Si:3]([O:10][CH2:11][C:12]([CH3:42])([CH3:41])[CH2:13][N:14]1[CH:23]=[C:22]([CH2:24][OH:25])[C:21]2[C:16](=[CH:17][CH:18]=[C:19]([C:26]3[CH:27]=[C:28]([CH:35]=[C:36]([F:39])[C:37]=3[CH3:38])[C:29]([NH:31][CH:32]3[CH2:33][CH2:34]3)=[O:30])[CH:20]=2)[C:15]1=[O:40])([C:6]([CH3:8])([CH3:9])[CH3:7])([CH3:5])[CH3:4], predict the reactants needed to synthesize it. The reactants are: [BH4-].[Na+].[Si:3]([O:10][CH2:11][C:12]([CH3:42])([CH3:41])[CH2:13][N:14]1[CH:23]=[C:22]([CH:24]=[O:25])[C:21]2[C:16](=[CH:17][CH:18]=[C:19]([C:26]3[CH:27]=[C:28]([CH:35]=[C:36]([F:39])[C:37]=3[CH3:38])[C:29]([NH:31][CH:32]3[CH2:34][CH2:33]3)=[O:30])[CH:20]=2)[C:15]1=[O:40])([C:6]([CH3:9])([CH3:8])[CH3:7])([CH3:5])[CH3:4].C([O-])(O)=O.[Na+].